This data is from Reaction yield outcomes from USPTO patents with 853,638 reactions. The task is: Predict the reaction yield, written as a fraction of the theoretical maximum amount of product (1.0 means a 100% yield; for example, 0.34 means a 34% yield). The reactants are [CH2:1]([O:8][C:9]([NH:11][C:12]1[C:13]([CH3:37])=[C:14]([C:18]2[C:30]3[C:29]4[C:24](=[CH:25][C:26]([Br:31])=[CH:27][CH:28]=4)[NH:23][C:22]=3[C:21]([C:32]([O:34]CC)=[O:33])=[N:20][CH:19]=2)[CH:15]=[CH:16][CH:17]=1)=[O:10])[C:2]1[CH:7]=[CH:6][CH:5]=[CH:4][CH:3]=1.O.[OH-].[Li+]. The catalyst is O1CCCC1.CO.O. The product is [CH2:1]([O:8][C:9]([NH:11][C:12]1[C:13]([CH3:37])=[C:14]([C:18]2[C:30]3[C:29]4[C:24](=[CH:25][C:26]([Br:31])=[CH:27][CH:28]=4)[NH:23][C:22]=3[C:21]([C:32]([OH:34])=[O:33])=[N:20][CH:19]=2)[CH:15]=[CH:16][CH:17]=1)=[O:10])[C:2]1[CH:7]=[CH:6][CH:5]=[CH:4][CH:3]=1. The yield is 0.930.